This data is from Full USPTO retrosynthesis dataset with 1.9M reactions from patents (1976-2016). The task is: Predict the reactants needed to synthesize the given product. (1) The reactants are: Br[CH2:2][CH2:3][CH2:4][N:5]1[C:13](=[O:14])[C:12]2[C:7](=[CH:8][CH:9]=[CH:10][CH:11]=2)[C:6]1=[O:15].[Na+].[I-].[Cl:18][C:19]1[CH:20]=[CH:21][C:22]([CH3:31])=[C:23]([N:25]2[CH2:30][CH2:29][NH:28][CH2:27][CH2:26]2)[CH:24]=1. Given the product [Cl:18][C:19]1[CH:20]=[CH:21][C:22]([CH3:31])=[C:23]([N:25]2[CH2:26][CH2:27][N:28]([CH2:2][CH2:3][CH2:4][N:5]3[C:13](=[O:14])[C:12]4[C:7](=[CH:8][CH:9]=[CH:10][CH:11]=4)[C:6]3=[O:15])[CH2:29][CH2:30]2)[CH:24]=1, predict the reactants needed to synthesize it. (2) Given the product [Si:14]([CH:2]([OH:1])[C@H:3]1[O:7][C:6](=[O:8])[CH2:5][CH2:4]1)([C:27]([CH3:30])([CH3:29])[CH3:28])([C:21]1[CH:22]=[CH:23][CH:24]=[CH:25][CH:26]=1)[C:15]1[CH:20]=[CH:19][CH:18]=[CH:17][CH:16]=1, predict the reactants needed to synthesize it. The reactants are: [OH:1][CH2:2][C@H:3]1[O:7][C:6](=[O:8])[CH2:5][CH2:4]1.N1C=CN=C1.[Si:14](Cl)([C:27]([CH3:30])([CH3:29])[CH3:28])([C:21]1[CH:26]=[CH:25][CH:24]=[CH:23][CH:22]=1)[C:15]1[CH:20]=[CH:19][CH:18]=[CH:17][CH:16]=1. (3) Given the product [F:19][C:20]1[CH:33]=[C:32]([F:34])[CH:31]=[CH:30][C:21]=1[CH2:22][C:23]1([OH:29])[CH2:28][CH2:27][N:26]([C:11]([C:10]2[C:9]([C:6]3[CH:7]=[CH:8][N:3]=[CH:4][N:5]=3)=[N:17][CH:16]=[CH:15][CH:14]=2)=[O:13])[CH2:25][CH2:24]1, predict the reactants needed to synthesize it. The reactants are: Cl.Cl.[N:3]1[CH:8]=[CH:7][C:6]([C:9]2[N:17]=[CH:16][CH:15]=[CH:14][C:10]=2[C:11]([OH:13])=O)=[N:5][CH:4]=1.Cl.[F:19][C:20]1[CH:33]=[C:32]([F:34])[CH:31]=[CH:30][C:21]=1[CH2:22][C:23]1([OH:29])[CH2:28][CH2:27][NH:26][CH2:25][CH2:24]1.CN(C(ON1N=NC2C=CC=NC1=2)=[N+](C)C)C.F[P-](F)(F)(F)(F)F.C(N(CC)CC)C.